This data is from NCI-60 drug combinations with 297,098 pairs across 59 cell lines. The task is: Regression. Given two drug SMILES strings and cell line genomic features, predict the synergy score measuring deviation from expected non-interaction effect. Drug 1: C1=NC2=C(N=C(N=C2N1C3C(C(C(O3)CO)O)O)F)N. Drug 2: CCC(=C(C1=CC=CC=C1)C2=CC=C(C=C2)OCCN(C)C)C3=CC=CC=C3.C(C(=O)O)C(CC(=O)O)(C(=O)O)O. Cell line: EKVX. Synergy scores: CSS=-2.32, Synergy_ZIP=4.02, Synergy_Bliss=5.25, Synergy_Loewe=-0.668, Synergy_HSA=-1.17.